Dataset: Forward reaction prediction with 1.9M reactions from USPTO patents (1976-2016). Task: Predict the product of the given reaction. (1) Given the reactants C([O:5][C:6](=[O:36])[CH2:7][N:8]1[C@H:13]([C:14]2[CH:19]=[CH:18][C:17]([C:20]#[N:21])=[CH:16][CH:15]=2)[C:12]([C:22]#[N:23])=[C:11]([CH3:24])[N:10]([C:25]2[CH:30]=[CH:29][CH:28]=[C:27]([C:31]([F:34])([F:33])[F:32])[CH:26]=2)[C:9]1=[O:35])(C)(C)C.FC(F)(F)C(O)=O, predict the reaction product. The product is: [C:22]([C:12]1[C@@H:13]([C:14]2[CH:19]=[CH:18][C:17]([C:20]#[N:21])=[CH:16][CH:15]=2)[N:8]([CH2:7][C:6]([OH:36])=[O:5])[C:9](=[O:35])[N:10]([C:25]2[CH:30]=[CH:29][CH:28]=[C:27]([C:31]([F:34])([F:33])[F:32])[CH:26]=2)[C:11]=1[CH3:24])#[N:23]. (2) Given the reactants [C:1]([O:5][CH3:6])(=[O:4])C=C.Cl[C:8](N(C)C)=[C:9]([CH3:11])[CH3:10].C1C[O:18][CH2:17][CH2:16]1, predict the reaction product. The product is: [CH3:10][C:9]1([CH3:11])[C:17](=[O:18])[CH2:16][CH:8]1[C:1]([O:5][CH3:6])=[O:4]. (3) Given the reactants FC(F)(F)C([O-])=O.[CH2:8]([NH:15][C:16]([CH:18]1[CH:23]([C:24]2[CH:29]=[CH:28][CH:27]=[CH:26][CH:25]=2)[CH2:22][CH2:21][CH2:20][NH2+:19]1)=O)[C:9]1[CH:14]=[CH:13][CH:12]=[CH:11][CH:10]=1, predict the reaction product. The product is: [C:9]1([CH2:8][NH:15][CH2:16][CH:18]2[CH:23]([C:24]3[CH:25]=[CH:26][CH:27]=[CH:28][CH:29]=3)[CH2:22][CH2:21][CH2:20][NH:19]2)[CH:10]=[CH:11][CH:12]=[CH:13][CH:14]=1. (4) Given the reactants [CH2:1]([O:3][C:4]([C:6]1[C:18]([CH2:19][C:20]2[CH:25]=[CH:24][C:23]([F:26])=[CH:22][CH:21]=2)=[N:17][C:9]2[C@H:10]3[N:14]([C:15](=[O:16])[C:8]=2[C:7]=1[C:27]1[CH:35]=[CH:34][C:30]([C:31](O)=[O:32])=[CH:29][CH:28]=1)[CH2:13][CH2:12][CH2:11]3)=[O:5])[CH3:2].[N:36]1([NH2:45])[C:44]2[C:39](=[CH:40][CH:41]=[CH:42][CH:43]=2)[CH2:38][CH2:37]1.CCN=C=NCCCN(C)C.C1C=CC2N(O)N=NC=2C=1.C([O-])(O)=O.[Na+], predict the reaction product. The product is: [N:36]1([NH:45][C:31]([C:30]2[CH:29]=[CH:28][C:27]([C:7]3[C:8]4[C:15](=[O:16])[N:14]5[C@H:10]([C:9]=4[N:17]=[C:18]([CH2:19][C:20]4[CH:21]=[CH:22][C:23]([F:26])=[CH:24][CH:25]=4)[C:6]=3[C:4]([O:3][CH2:1][CH3:2])=[O:5])[CH2:11][CH2:12][CH2:13]5)=[CH:35][CH:34]=2)=[O:32])[C:44]2[C:39](=[CH:40][CH:41]=[CH:42][CH:43]=2)[CH2:38][CH2:37]1. (5) Given the reactants Br[CH2:2][CH:3]1[O:7][C:6]([C:9]23[CH2:18][CH:13]4[CH2:14][CH:15]([CH2:17][CH:11]([CH2:12]4)[CH2:10]2)[CH2:16]3)([CH3:8])[O:5][C:4]1=[O:19].CN(C)C=O, predict the reaction product. The product is: [CH2:2]=[C:3]1[O:7][C:6]([C:9]23[CH2:16][CH:15]4[CH2:17][CH:11]([CH2:12][CH:13]([CH2:14]4)[CH2:18]2)[CH2:10]3)([CH3:8])[O:5][C:4]1=[O:19].